This data is from NCI-60 drug combinations with 297,098 pairs across 59 cell lines. The task is: Regression. Given two drug SMILES strings and cell line genomic features, predict the synergy score measuring deviation from expected non-interaction effect. (1) Drug 1: CC1C(C(CC(O1)OC2CC(CC3=C2C(=C4C(=C3O)C(=O)C5=C(C4=O)C(=CC=C5)OC)O)(C(=O)CO)O)N)O.Cl. Drug 2: CC1=C(C(=O)C2=C(C1=O)N3CC4C(C3(C2COC(=O)N)OC)N4)N. Cell line: MOLT-4. Synergy scores: CSS=54.7, Synergy_ZIP=2.08, Synergy_Bliss=6.40, Synergy_Loewe=8.75, Synergy_HSA=9.14. (2) Drug 2: N.N.Cl[Pt+2]Cl. Cell line: CAKI-1. Synergy scores: CSS=30.1, Synergy_ZIP=-13.4, Synergy_Bliss=-1.53, Synergy_Loewe=-1.73, Synergy_HSA=2.53. Drug 1: C1CN1C2=NC(=NC(=N2)N3CC3)N4CC4. (3) Drug 1: CC1=CC2C(CCC3(C2CCC3(C(=O)C)OC(=O)C)C)C4(C1=CC(=O)CC4)C. Drug 2: CC12CCC3C(C1CCC2OP(=O)(O)O)CCC4=C3C=CC(=C4)OC(=O)N(CCCl)CCCl.[Na+]. Cell line: SNB-75. Synergy scores: CSS=-4.00, Synergy_ZIP=-1.10, Synergy_Bliss=-6.42, Synergy_Loewe=-15.3, Synergy_HSA=-11.5.